Dataset: Blood-brain barrier penetration binary classification data from Martins et al.. Task: Regression/Classification. Given a drug SMILES string, predict its absorption, distribution, metabolism, or excretion properties. Task type varies by dataset: regression for continuous measurements (e.g., permeability, clearance, half-life) or binary classification for categorical outcomes (e.g., BBB penetration, CYP inhibition). Dataset: bbb_martins. (1) The compound is FC(F)(F)C(Cl)Br. The result is 1 (penetrates BBB). (2) The molecule is CN(C)CCCN1c2ccccc2CCc2ccc(Cl)cc21. The result is 1 (penetrates BBB). (3) The drug is COc1ccc(S(N)(=O)=O)cc1C(=O)NCC1CCCN1C. The result is 1 (penetrates BBB). (4) The molecule is CCCCC(=O)O[C@]1(C(=O)CO)CCC2C3CCC4=CC(=O)CCC4(C)C3C(O)CC21C. The result is 1 (penetrates BBB). (5) The molecule is NC(=O)OCC1[C@H](NC(=O)/C(=N\OCC(=O)O)c2csc(N)n2)C(=O)N1S(=O)(=O)O. The result is 0 (does not penetrate BBB).